Dataset: NCI-60 drug combinations with 297,098 pairs across 59 cell lines. Task: Regression. Given two drug SMILES strings and cell line genomic features, predict the synergy score measuring deviation from expected non-interaction effect. (1) Drug 1: C1=CC(=CC=C1C#N)C(C2=CC=C(C=C2)C#N)N3C=NC=N3. Drug 2: C1C(C(OC1N2C=C(C(=O)NC2=O)F)CO)O. Cell line: MOLT-4. Synergy scores: CSS=55.1, Synergy_ZIP=1.45, Synergy_Bliss=1.36, Synergy_Loewe=-12.5, Synergy_HSA=2.62. (2) Drug 1: C1CN1P(=S)(N2CC2)N3CC3. Drug 2: C1=NC2=C(N=C(N=C2N1C3C(C(C(O3)CO)O)O)F)N. Cell line: EKVX. Synergy scores: CSS=9.34, Synergy_ZIP=-4.28, Synergy_Bliss=-9.28, Synergy_Loewe=4.19, Synergy_HSA=-4.29. (3) Drug 1: C1CCC(CC1)NC(=O)N(CCCl)N=O. Drug 2: CCC1(CC2CC(C3=C(CCN(C2)C1)C4=CC=CC=C4N3)(C5=C(C=C6C(=C5)C78CCN9C7C(C=CC9)(C(C(C8N6C=O)(C(=O)OC)O)OC(=O)C)CC)OC)C(=O)OC)O.OS(=O)(=O)O. Cell line: OVCAR-5. Synergy scores: CSS=14.0, Synergy_ZIP=1.09, Synergy_Bliss=5.52, Synergy_Loewe=-7.35, Synergy_HSA=-1.62. (4) Drug 1: CC(C)(C#N)C1=CC(=CC(=C1)CN2C=NC=N2)C(C)(C)C#N. Drug 2: C1C(C(OC1N2C=NC3=C2NC=NCC3O)CO)O. Cell line: A498. Synergy scores: CSS=-2.68, Synergy_ZIP=0.177, Synergy_Bliss=-1.81, Synergy_Loewe=-1.76, Synergy_HSA=-3.05. (5) Drug 1: CCCS(=O)(=O)NC1=C(C(=C(C=C1)F)C(=O)C2=CNC3=C2C=C(C=N3)C4=CC=C(C=C4)Cl)F. Drug 2: C(=O)(N)NO. Cell line: MOLT-4. Synergy scores: CSS=5.99, Synergy_ZIP=-2.47, Synergy_Bliss=-1.66, Synergy_Loewe=-3.74, Synergy_HSA=-3.90. (6) Drug 1: CC12CCC(CC1=CCC3C2CCC4(C3CC=C4C5=CN=CC=C5)C)O. Drug 2: CCC1(CC2CC(C3=C(CCN(C2)C1)C4=CC=CC=C4N3)(C5=C(C=C6C(=C5)C78CCN9C7C(C=CC9)(C(C(C8N6C)(C(=O)OC)O)OC(=O)C)CC)OC)C(=O)OC)O.OS(=O)(=O)O. Cell line: TK-10. Synergy scores: CSS=21.0, Synergy_ZIP=0.749, Synergy_Bliss=9.36, Synergy_Loewe=-2.45, Synergy_HSA=8.82. (7) Drug 1: CC(C)NC(=O)C1=CC=C(C=C1)CNNC.Cl. Drug 2: CC(C)CN1C=NC2=C1C3=CC=CC=C3N=C2N. Cell line: HOP-62. Synergy scores: CSS=-2.56, Synergy_ZIP=0.926, Synergy_Bliss=-5.91, Synergy_Loewe=-5.58, Synergy_HSA=-9.98.